This data is from Catalyst prediction with 721,799 reactions and 888 catalyst types from USPTO. The task is: Predict which catalyst facilitates the given reaction. (1) Reactant: [H-].[Na+].[O:3]=[C:4]([CH2:12][C:13]1[CH:18]=[CH:17][CH:16]=[CH:15][CH:14]=1)[CH2:5]P(=O)(OC)OC.[CH3:19][O:20][C:21](=[O:37])[CH2:22][CH2:23][CH2:24][S:25][CH2:26][CH2:27][N:28]1[C:33](=[O:34])[CH2:32][CH2:31][CH2:30][C@@H:29]1[CH:35]=O. Product: [CH3:19][O:20][C:21](=[O:37])[CH2:22][CH2:23][CH2:24][S:25][CH2:26][CH2:27][N:28]1[C@@H:29](/[CH:35]=[CH:5]/[C:4](=[O:3])[CH2:12][C:13]2[CH:14]=[CH:15][CH:16]=[CH:17][CH:18]=2)[CH2:30][CH2:31][CH2:32][C:33]1=[O:34]. The catalyst class is: 1. (2) Reactant: Cl[C:2]1[C:11]2=[N:12][N:13](CC3C=CC(OC)=CC=3)[CH:14]=[C:10]2[C:9]2[CH:8]=[C:7]([O:24][CH3:25])[CH:6]=[CH:5][C:4]=2[N:3]=1.[CH3:26][O:27][C:28]1[CH:29]=[C:30]([CH:32]=[CH:33][C:34]=1[N:35]1[CH2:40][CH2:39][O:38][CH2:37][CH2:36]1)[NH2:31].Cl. Product: [CH3:25][O:24][C:7]1[CH:6]=[CH:5][C:4]2[N:3]=[C:2]([NH:31][C:30]3[CH:32]=[CH:33][C:34]([N:35]4[CH2:36][CH2:37][O:38][CH2:39][CH2:40]4)=[C:28]([O:27][CH3:26])[CH:29]=3)[C:11]3=[N:12][NH:13][CH:14]=[C:10]3[C:9]=2[CH:8]=1. The catalyst class is: 71. (3) Reactant: C(=O)([O-])[O-].[K+].[K+].[Cl:7][C:8]1[N:15]=[C:14](Cl)[C:13]([F:17])=[CH:12][C:9]=1[C:10]#[N:11].[NH2:18][C@@H:19]1[CH2:24][CH2:23][CH2:22][CH2:21][C@@H:20]1[NH:25][C:26](=[O:32])[O:27][C:28]([CH3:31])([CH3:30])[CH3:29]. Product: [Cl:7][C:8]1[N:15]=[C:14]([NH:18][C@@H:19]2[CH2:24][CH2:23][CH2:22][CH2:21][C@@H:20]2[NH:25][C:26](=[O:32])[O:27][C:28]([CH3:30])([CH3:29])[CH3:31])[C:13]([F:17])=[CH:12][C:9]=1[C:10]#[N:11]. The catalyst class is: 1. (4) Reactant: C(O[C:6](=[O:15])[NH:7][C@H:8]1[CH2:13][CH2:12][C@@H:11]([NH2:14])[CH2:10][CH2:9]1)(C)(C)C.[N+:16]([C:19]1[CH:20]=[C:21]([CH:25]=[CH:26][CH:27]=1)C(Cl)=O)([O-:18])=[O:17].CCN(C(C)C)C(C)C.C(Cl)Cl.[C:40]([OH:46])([C:42]([F:45])([F:44])[F:43])=[O:41]. Product: [F:43][C:42]([F:45])([F:44])[C:40]([OH:46])=[O:41].[NH2:14][C@@H:11]1[CH2:10][CH2:9][C@H:8]([NH:7][C:6](=[O:15])[C:26]2[CH:25]=[CH:21][CH:20]=[C:19]([N+:16]([O-:18])=[O:17])[CH:27]=2)[CH2:13][CH2:12]1. The catalyst class is: 2. (5) Reactant: [C:1]1([S:7]([N:10]2[C:14]3=[N:15][CH:16]=[C:17]([F:19])[CH:18]=[C:13]3[CH:12]=[C:11]2[C:20](=[O:28])[CH2:21][CH:22]2[CH2:27][CH2:26][O:25][CH2:24][CH2:23]2)(=[O:9])=[O:8])[CH:6]=[CH:5][CH:4]=[CH:3][CH:2]=1.C[Si]([N-][Si](C)(C)C)(C)C.[Li+].[C:39]1([CH3:59])[CH:44]=[CH:43][C:42]([S:45](O[S:45]([C:42]2[CH:43]=[CH:44][C:39]([CH3:59])=[CH:40][CH:41]=2)(=[O:47])=[O:46])(=[O:47])=[O:46])=[CH:41][CH:40]=1. Product: [C:1]1([S:7]([N:10]2[C:14]3=[N:15][CH:16]=[C:17]([F:19])[CH:18]=[C:13]3[CH:12]=[C:11]2[C:20]([O:28][S:45]([C:42]2[CH:43]=[CH:44][C:39]([CH3:59])=[CH:40][CH:41]=2)(=[O:47])=[O:46])=[CH:21][CH:22]2[CH2:23][CH2:24][O:25][CH2:26][CH2:27]2)(=[O:9])=[O:8])[CH:2]=[CH:3][CH:4]=[CH:5][CH:6]=1. The catalyst class is: 7. (6) Reactant: [Br:1][C:2]1[C:3]([O:11][CH3:12])=[C:4]([CH:8]=[CH:9][CH:10]=1)[C:5]([OH:7])=[O:6].[C:13](Cl)(=O)C(Cl)=O.CO. Product: [Br:1][C:2]1[C:3]([O:11][CH3:12])=[C:4]([CH:8]=[CH:9][CH:10]=1)[C:5]([O:7][CH3:13])=[O:6]. The catalyst class is: 202.